Dataset: Full USPTO retrosynthesis dataset with 1.9M reactions from patents (1976-2016). Task: Predict the reactants needed to synthesize the given product. (1) Given the product [I:1][C:2]1[CH:3]=[C:4]2[C:8](=[CH:9][CH:10]=1)[NH:7][N:6]=[C:5]2[CH:11]=[O:12], predict the reactants needed to synthesize it. The reactants are: [I:1][C:2]1[CH:3]=[C:4]2[C:8](=[CH:9][CH:10]=1)[NH:7][N:6]=[C:5]2[C:11](N(OC)C)=[O:12].[H-].[Al+3].[Li+].[H-].[H-].[H-]. (2) Given the product [CH3:21][O:20][C:17]1[CH:16]=[CH:15][C:14]([C@H:12]([N:8]2[CH2:7][C@H:6]([C:4](=[O:5])[CH2:25][CH3:26])[CH2:10][C:9]2=[O:11])[CH3:13])=[CH:19][CH:18]=1, predict the reactants needed to synthesize it. The reactants are: CON(C)[C:4]([C@@H:6]1[CH2:10][C:9](=[O:11])[N:8]([C@@H:12]([C:14]2[CH:19]=[CH:18][C:17]([O:20][CH3:21])=[CH:16][CH:15]=2)[CH3:13])[CH2:7]1)=[O:5].Br[Mg][CH2:25][CH3:26]. (3) Given the product [C:21]([O:24][C:25]([NH:27][C@@H:28]([CH2:29][C:30]1[S:34][CH:33]=[CH:32][CH:31]=1)[C:35]([N:4]1[CH2:5][CH2:6][N:1]([C:7]2[S:8][C:9]3[CH:15]=[C:14]([C:16]([O:18][CH3:19])=[O:17])[CH:13]=[CH:12][C:10]=3[N:11]=2)[CH2:2][CH2:3]1)=[O:36])=[O:26])([CH3:23])([CH3:20])[CH3:22], predict the reactants needed to synthesize it. The reactants are: [N:1]1([C:7]2[S:8][C:9]3[CH:15]=[C:14]([C:16]([O:18][CH3:19])=[O:17])[CH:13]=[CH:12][C:10]=3[N:11]=2)[CH2:6][CH2:5][NH:4][CH2:3][CH2:2]1.[CH3:20][C:21]([O:24][C:25]([NH:27][C@H:28]([C:35](O)=[O:36])[CH2:29][C:30]1[S:34][CH:33]=[CH:32][CH:31]=1)=[O:26])([CH3:23])[CH3:22].C(N(C(C)C)CC)(C)C.CN(C(ON1N=NC2C=CC=CC1=2)=[N+](C)C)C.F[P-](F)(F)(F)(F)F.